Predict the product of the given reaction. From a dataset of Forward reaction prediction with 1.9M reactions from USPTO patents (1976-2016). (1) Given the reactants [CH3:1][N:2]([CH3:20])[C:3]1[CH:8]=[CH:7][C:6](/[CH:9]=[CH:10]/[C:11]([C:13]2[CH:18]=[CH:17][CH:16]=[CH:15][C:14]=2[OH:19])=[O:12])=[CH:5][CH:4]=1.[OH-:21].[Na+].OO, predict the reaction product. The product is: [CH3:20][N:2]([CH3:1])[C:3]1[CH:4]=[CH:5][C:6]([C:9]2[O:19][C:14]3[C:13]([C:11](=[O:12])[C:10]=2[OH:21])=[CH:18][CH:17]=[CH:16][CH:15]=3)=[CH:7][CH:8]=1. (2) Given the reactants [OH:1][C:2]1[CH:19]=[CH:18][C:5]2[CH2:6][CH2:7][N:8]([C:11]([O:13][C:14]([CH3:17])([CH3:16])[CH3:15])=[O:12])[CH2:9][CH2:10][C:4]=2[CH:3]=1.C(=O)([O-])[O-].[K+].[K+].[F:26][C:27]1[CH:28]=[C:29]([N+:34]([O-:36])=[O:35])[CH:30]=[CH:31][C:32]=1F, predict the reaction product. The product is: [F:26][C:27]1[CH:28]=[C:29]([N+:34]([O-:36])=[O:35])[CH:30]=[CH:31][C:32]=1[O:1][C:2]1[CH:19]=[CH:18][C:5]2[CH2:6][CH2:7][N:8]([C:11]([O:13][C:14]([CH3:16])([CH3:15])[CH3:17])=[O:12])[CH2:9][CH2:10][C:4]=2[CH:3]=1. (3) Given the reactants [Cl:1][CH2:2][CH2:3][O:4][C:5]1[C:6]([N+:26]([O-:28])=[O:27])=[C:7]([CH2:12][S:13]([C:16]2[C:25]3[C:20](=[CH:21][CH:22]=[CH:23][CH:24]=3)[CH:19]=[CH:18][CH:17]=2)(=[O:15])=[O:14])[CH:8]=[C:9](F)[CH:10]=1.[CH3:29][N:30]1[CH2:35][CH2:34][NH:33][CH2:32][CH2:31]1, predict the reaction product. The product is: [Cl:1][CH2:2][CH2:3][O:4][C:5]1[CH:10]=[C:9]([N:33]2[CH2:34][CH2:35][N:30]([CH3:29])[CH2:31][CH2:32]2)[CH:8]=[C:7]([CH2:12][S:13]([C:16]2[C:25]3[C:20](=[CH:21][CH:22]=[CH:23][CH:24]=3)[CH:19]=[CH:18][CH:17]=2)(=[O:15])=[O:14])[C:6]=1[N+:26]([O-:28])=[O:27]. (4) Given the reactants [Cl:1][C:2]1[CH:7]=[CH:6][C:5]([Cl:8])=[CH:4][C:3]=1[S:9]([NH:12][C@H:13]1[CH2:17][N:16]([C:18]([O:20][C:21]([CH3:24])([CH3:23])[CH3:22])=[O:19])[C@@H:15]([CH2:25][N:26]2C(=O)C3C(=CC=CC=3)C2=O)[CH2:14]1)(=[O:11])=[O:10].O.NN, predict the reaction product. The product is: [NH2:26][CH2:25][C@H:15]1[CH2:14][C@@H:13]([NH:12][S:9]([C:3]2[CH:4]=[C:5]([Cl:8])[CH:6]=[CH:7][C:2]=2[Cl:1])(=[O:10])=[O:11])[CH2:17][N:16]1[C:18]([O:20][C:21]([CH3:24])([CH3:23])[CH3:22])=[O:19].